Dataset: NCI-60 drug combinations with 297,098 pairs across 59 cell lines. Task: Regression. Given two drug SMILES strings and cell line genomic features, predict the synergy score measuring deviation from expected non-interaction effect. (1) Drug 1: CC1OCC2C(O1)C(C(C(O2)OC3C4COC(=O)C4C(C5=CC6=C(C=C35)OCO6)C7=CC(=C(C(=C7)OC)O)OC)O)O. Drug 2: CN(CCCl)CCCl.Cl. Cell line: RPMI-8226. Synergy scores: CSS=58.8, Synergy_ZIP=-1.70, Synergy_Bliss=3.26, Synergy_Loewe=-2.85, Synergy_HSA=3.13. (2) Drug 1: CC1=C(C(CCC1)(C)C)C=CC(=CC=CC(=CC(=O)O)C)C. Drug 2: CN(C(=O)NC(C=O)C(C(C(CO)O)O)O)N=O. Cell line: SK-OV-3. Synergy scores: CSS=4.04, Synergy_ZIP=0.928, Synergy_Bliss=4.46, Synergy_Loewe=-3.14, Synergy_HSA=0.436. (3) Drug 1: CC12CCC3C(C1CCC2=O)CC(=C)C4=CC(=O)C=CC34C. Drug 2: C1CN(CCN1C(=O)CCBr)C(=O)CCBr. Cell line: OVCAR3. Synergy scores: CSS=66.2, Synergy_ZIP=-1.90, Synergy_Bliss=1.77, Synergy_Loewe=-2.25, Synergy_HSA=-0.649.